Dataset: Catalyst prediction with 721,799 reactions and 888 catalyst types from USPTO. Task: Predict which catalyst facilitates the given reaction. (1) Reactant: [CH:1]([N:14]1[CH2:17][C:16](=[O:18])[CH2:15]1)([C:8]1[CH:13]=[CH:12][CH:11]=[CH:10][CH:9]=1)[C:2]1[CH:7]=[CH:6][CH:5]=[CH:4][CH:3]=1.[F:19][C:20]([Si](C)(C)C)([F:22])[F:21].[F-].[Cs+]. Product: [CH:1]([N:14]1[CH2:17][C:16]([C:20]([F:22])([F:21])[F:19])([OH:18])[CH2:15]1)([C:8]1[CH:13]=[CH:12][CH:11]=[CH:10][CH:9]=1)[C:2]1[CH:3]=[CH:4][CH:5]=[CH:6][CH:7]=1. The catalyst class is: 7. (2) Reactant: [C:1]1([S:7]([N:10]2[C:14]3=[N:15][CH:16]=[CH:17][C:18]([O:19][CH3:20])=[C:13]3[CH:12]=[CH:11]2)(=[O:9])=[O:8])[CH:6]=[CH:5][CH:4]=[CH:3][CH:2]=1.[Li]CCCC.[I:26]I.[O-]S([O-])(=S)=O.[Na+].[Na+]. Product: [C:1]1([S:7]([N:10]2[C:14]3[C:13](=[C:18]([O:19][CH3:20])[CH:17]=[CH:16][N:15]=3)[CH:12]=[C:11]2[I:26])(=[O:8])=[O:9])[CH:2]=[CH:3][CH:4]=[CH:5][CH:6]=1. The catalyst class is: 375. (3) Reactant: Cl.[CH3:2][C:3]([CH3:11])([CH3:10])[C@@H:4]([C:6]([O:8][CH3:9])=[O:7])[NH2:5].N1C=CC=CC=1.[C:18](Cl)(Cl)=[O:19].Cl. Product: [CH3:2][C:3]([CH3:11])([CH3:10])[C@@H:4]([C:6]([O:8][CH3:9])=[O:7])[N:5]=[C:18]=[O:19]. The catalyst class is: 2. (4) Reactant: [NH2:1][C:2]1[CH:33]=[CH:32][CH:31]=[CH:30][C:3]=1[CH2:4][N:5]1[CH2:29][CH2:28][C:8]2([N:12]([C:13]3[CH:18]=[CH:17][CH:16]=[C:15]([F:19])[CH:14]=3)[C:11](=[O:20])[N:10]=[C:9]2[NH:21][CH:22]2[CH2:27][CH2:26][CH2:25][CH2:24][CH2:23]2)[CH2:7][CH2:6]1.Br[CH2:35][CH2:36][CH2:37][C:38]#[N:39].C([O-])([O-])=O.[Cs+].[Cs+]. Product: [CH:22]1([NH:21][C:9]2[C:8]3([CH2:28][CH2:29][N:5]([CH2:4][C:3]4[CH:30]=[CH:31][CH:32]=[CH:33][C:2]=4[NH:1][CH2:35][CH2:36][CH2:37][C:38]#[N:39])[CH2:6][CH2:7]3)[N:12]([C:13]3[CH:18]=[CH:17][CH:16]=[C:15]([F:19])[CH:14]=3)[C:11](=[O:20])[N:10]=2)[CH2:23][CH2:24][CH2:25][CH2:26][CH2:27]1. The catalyst class is: 23.